From a dataset of NCI-60 drug combinations with 297,098 pairs across 59 cell lines. Regression. Given two drug SMILES strings and cell line genomic features, predict the synergy score measuring deviation from expected non-interaction effect. (1) Drug 1: CCC1=CC2CC(C3=C(CN(C2)C1)C4=CC=CC=C4N3)(C5=C(C=C6C(=C5)C78CCN9C7C(C=CC9)(C(C(C8N6C)(C(=O)OC)O)OC(=O)C)CC)OC)C(=O)OC.C(C(C(=O)O)O)(C(=O)O)O. Drug 2: CN(C(=O)NC(C=O)C(C(C(CO)O)O)O)N=O. Cell line: K-562. Synergy scores: CSS=64.2, Synergy_ZIP=-3.53, Synergy_Bliss=-4.80, Synergy_Loewe=-6.18, Synergy_HSA=-1.01. (2) Drug 1: CCCS(=O)(=O)NC1=C(C(=C(C=C1)F)C(=O)C2=CNC3=C2C=C(C=N3)C4=CC=C(C=C4)Cl)F. Drug 2: CC1CCCC2(C(O2)CC(NC(=O)CC(C(C(=O)C(C1O)C)(C)C)O)C(=CC3=CSC(=N3)C)C)C. Cell line: NCI-H226. Synergy scores: CSS=11.2, Synergy_ZIP=1.91, Synergy_Bliss=2.00, Synergy_Loewe=-1.77, Synergy_HSA=-0.312. (3) Drug 1: CC1CCC2CC(C(=CC=CC=CC(CC(C(=O)C(C(C(=CC(C(=O)CC(OC(=O)C3CCCCN3C(=O)C(=O)C1(O2)O)C(C)CC4CCC(C(C4)OC)OCCO)C)C)O)OC)C)C)C)OC. Drug 2: CC1C(C(CC(O1)OC2CC(OC(C2O)C)OC3=CC4=CC5=C(C(=O)C(C(C5)C(C(=O)C(C(C)O)O)OC)OC6CC(C(C(O6)C)O)OC7CC(C(C(O7)C)O)OC8CC(C(C(O8)C)O)(C)O)C(=C4C(=C3C)O)O)O)O. Cell line: A549. Synergy scores: CSS=60.6, Synergy_ZIP=-4.39, Synergy_Bliss=0.567, Synergy_Loewe=-9.36, Synergy_HSA=0.223. (4) Drug 1: C1CN1P(=S)(N2CC2)N3CC3. Drug 2: CC1=C(C(=CC=C1)Cl)NC(=O)C2=CN=C(S2)NC3=CC(=NC(=N3)C)N4CCN(CC4)CCO. Cell line: SR. Synergy scores: CSS=53.1, Synergy_ZIP=0.173, Synergy_Bliss=-1.28, Synergy_Loewe=-1.46, Synergy_HSA=-0.157. (5) Drug 1: CC(CN1CC(=O)NC(=O)C1)N2CC(=O)NC(=O)C2. Drug 2: C1CN1P(=S)(N2CC2)N3CC3. Cell line: SF-539. Synergy scores: CSS=28.8, Synergy_ZIP=-7.81, Synergy_Bliss=-3.49, Synergy_Loewe=-2.41, Synergy_HSA=-0.203. (6) Drug 1: CN(C)C1=NC(=NC(=N1)N(C)C)N(C)C. Drug 2: CC1CCC2CC(C(=CC=CC=CC(CC(C(=O)C(C(C(=CC(C(=O)CC(OC(=O)C3CCCCN3C(=O)C(=O)C1(O2)O)C(C)CC4CCC(C(C4)OC)OCCO)C)C)O)OC)C)C)C)OC. Cell line: RXF 393. Synergy scores: CSS=20.9, Synergy_ZIP=4.20, Synergy_Bliss=5.49, Synergy_Loewe=-11.3, Synergy_HSA=2.59. (7) Drug 1: CC12CCC3C(C1CCC2=O)CC(=C)C4=CC(=O)C=CC34C. Drug 2: COC1=NC(=NC2=C1N=CN2C3C(C(C(O3)CO)O)O)N. Cell line: RXF 393. Synergy scores: CSS=56.3, Synergy_ZIP=6.22, Synergy_Bliss=4.65, Synergy_Loewe=-2.23, Synergy_HSA=4.59. (8) Drug 1: COC1=NC(=NC2=C1N=CN2C3C(C(C(O3)CO)O)O)N. Drug 2: C(CC(=O)O)C(=O)CN.Cl. Cell line: HS 578T. Synergy scores: CSS=5.73, Synergy_ZIP=-4.03, Synergy_Bliss=-5.83, Synergy_Loewe=-6.58, Synergy_HSA=-5.40.